The task is: Predict the reactants needed to synthesize the given product.. This data is from Full USPTO retrosynthesis dataset with 1.9M reactions from patents (1976-2016). (1) Given the product [CH3:36][C:20]1[N:21]([C:30]2[CH:35]=[CH:34][CH:33]=[CH:32][CH:31]=2)[C:22](=[O:29])[CH:23]=[C:24]([C:25]([F:26])([F:28])[F:27])[C:19]=1[C:17]([OH:18])=[O:16], predict the reactants needed to synthesize it. The reactants are: FC(F)(F)C(O)=O.ClCCCl.C([O:16][C:17]([C:19]1[C:24]([C:25]([F:28])([F:27])[F:26])=[CH:23][C:22](=[O:29])[N:21]([C:30]2[CH:35]=[CH:34][CH:33]=[CH:32][CH:31]=2)[C:20]=1[CH3:36])=[O:18])(C)(C)C. (2) Given the product [Cl:37][C:23]1[CH:22]=[C:21]([NH:20][C:18]2[C:19]3[N:11]([CH2:10][CH2:9][NH:8][C:38](=[O:40])[CH3:39])[CH:12]=[CH:13][C:14]=3[N:15]=[CH:16][N:17]=2)[CH:26]=[CH:25][C:24]=1[O:27][C:28]1[CH:36]=[C:35]2[C:31]([CH:32]=[N:33][NH:34]2)=[CH:30][CH:29]=1, predict the reactants needed to synthesize it. The reactants are: C(=O)([O-])O.[Na+].Cl.Cl.[NH2:8][CH2:9][CH2:10][N:11]1[C:19]2[C:18]([NH:20][C:21]3[CH:26]=[CH:25][C:24]([O:27][C:28]4[CH:36]=[C:35]5[C:31]([CH:32]=[N:33][NH:34]5)=[CH:30][CH:29]=4)=[C:23]([Cl:37])[CH:22]=3)=[N:17][CH:16]=[N:15][C:14]=2[CH:13]=[CH:12]1.[C:38](OC(=O)C)(=[O:40])[CH3:39].O.